Task: Predict the reactants needed to synthesize the given product.. Dataset: Full USPTO retrosynthesis dataset with 1.9M reactions from patents (1976-2016) (1) Given the product [CH2:59]([O:21][C:20]([NH:19][C@H:16]1[C:3]2[C:2](=[CH:12][CH:11]=[C:5]([C:6]([O:8][CH2:9][CH3:10])=[O:7])[CH:4]=2)[NH:1][C@@H:13]([CH3:14])[C@@H:17]1[CH3:18])=[O:29])[C:60]1[CH:61]=[CH:62][CH:63]=[CH:64][CH:65]=1, predict the reactants needed to synthesize it. The reactants are: [NH2:1][C:2]1[CH:12]=[CH:11][C:5]([C:6]([O:8][CH2:9][CH3:10])=[O:7])=[CH:4][CH:3]=1.[CH:13](=O)[CH3:14].[CH:16](/[NH:19][C:20](=[O:29])[O:21]CC1C=CC=CC=1)=[CH:17]\[CH3:18].Cl[C:63]1[CH:64]=[CH:65][C:60]([C:59]2C3OP(=O)(O)OC4[C:59]([C:60]5[CH:65]=[CH:64][C:63](Cl)=[CH:62][CH:61]=5)=CC5CCCCC=5C=4C=3C3CCCCC=3C=2)=[CH:61][CH:62]=1. (2) The reactants are: [OH-].[Na+].[CH3:3][NH:4][C:5]1[CH:14]=[CH:13][C:12]2[C:7](=[CH:8][CH:9]=[C:10]([C:15]([O:17]CC)=[O:16])[CH:11]=2)[N:6]=1. Given the product [CH3:3][NH:4][C:5]1[CH:14]=[CH:13][C:12]2[C:7](=[CH:8][CH:9]=[C:10]([C:15]([OH:17])=[O:16])[CH:11]=2)[N:6]=1, predict the reactants needed to synthesize it. (3) The reactants are: [CH3:1][O:2][C:3]([C:5]1[CH2:10][NH:9][CH2:8][CH2:7][CH:6]=1)=[O:4].Cl.[CH2:12]1[C:26]2[C:21](=[CH:22][CH:23]=[CH:24][CH:25]=2)[CH:20](Cl)[C:19]2[C:14](=[CH:15][CH:16]=[CH:17][CH:18]=2)[CH2:13]1.N[C@H](C(O)=O)CC1C=C2C(C=CC=C2)=CC=1.C(N(CC)CC)C. Given the product [CH3:1][O:2][C:3]([C:5]1[CH2:10][N:9]([CH:20]2[C:19]3[CH:18]=[CH:17][CH:16]=[CH:15][C:14]=3[CH2:13][CH2:12][C:26]3[CH:25]=[CH:24][CH:23]=[CH:22][C:21]2=3)[CH2:8][CH2:7][CH:6]=1)=[O:4], predict the reactants needed to synthesize it. (4) Given the product [F:20][C:2]([F:1])([F:19])[C:3]([NH:5][C:6]1[CH:7]=[CH:8][C:9]([CH2:12][CH:13]2[CH2:14][CH2:15][N:16]([S:34]([N:28]3[CH2:33][CH2:32][CH2:31][CH2:30][CH2:29]3)(=[O:36])=[O:35])[CH2:17][CH2:18]2)=[CH:10][CH:11]=1)=[O:4], predict the reactants needed to synthesize it. The reactants are: [F:1][C:2]([F:20])([F:19])[C:3]([NH:5][C:6]1[CH:11]=[CH:10][C:9]([CH2:12][CH:13]2[CH2:18][CH2:17][NH:16][CH2:15][CH2:14]2)=[CH:8][CH:7]=1)=[O:4].C(N(CC)CC)C.[N:28]1([S:34](Cl)(=[O:36])=[O:35])[CH2:33][CH2:32][CH2:31][CH2:30][CH2:29]1. (5) The reactants are: [C:1]([O:5][C:6](=[O:36])[NH:7][C:8]1([C:12]2[CH:17]=[CH:16][C:15](C3C(=O)C4C(=CC=C(F)C=4)OC=3C3C=CC=CC=3)=[CH:14][CH:13]=2)[CH2:11][CH2:10][CH2:9]1)([CH3:4])([CH3:3])[CH3:2].[Br:37][C:38]1[C:39]([O:56][CH3:57])=[CH:40][CH:41]=[C:42]2[C:47]=1[O:46][C:45]([C:48]1[CH:53]=[CH:52][CH:51]=[CH:50][CH:49]=1)=[C:44](I)[C:43]2=[O:55]. Given the product [C:1]([O:5][C:6](=[O:36])[NH:7][C:8]1([C:12]2[CH:13]=[CH:14][C:15]([C:44]3[C:43](=[O:55])[C:42]4[C:47](=[C:38]([Br:37])[C:39]([O:56][CH3:57])=[CH:40][CH:41]=4)[O:46][C:45]=3[C:48]3[CH:53]=[CH:52][CH:51]=[CH:50][CH:49]=3)=[CH:16][CH:17]=2)[CH2:9][CH2:10][CH2:11]1)([CH3:4])([CH3:2])[CH3:3], predict the reactants needed to synthesize it. (6) Given the product [Cl-:23].[CH3:24][N:25]1[CH:29]=[CH:28][CH:27]=[C:26]1[CH2:30][P+:7]([C:1]1[CH:2]=[CH:3][CH:4]=[CH:5][CH:6]=1)([C:8]1[CH:13]=[CH:12][CH:11]=[CH:10][CH:9]=1)[C:14]1[CH:15]=[CH:16][CH:17]=[CH:18][CH:19]=1, predict the reactants needed to synthesize it. The reactants are: [C:1]1([P:7]([C:14]2[CH:19]=[CH:18][CH:17]=[CH:16][CH:15]=2)[C:8]2[CH:13]=[CH:12][CH:11]=[CH:10][CH:9]=2)[CH:6]=[CH:5][CH:4]=[CH:3][CH:2]=1.C([Cl:23])(=O)C.[CH3:24][N:25]1[CH:29]=[CH:28][CH:27]=[C:26]1[CH2:30]N1CCCC1.